This data is from Reaction yield outcomes from USPTO patents with 853,638 reactions. The task is: Predict the reaction yield, written as a fraction of the theoretical maximum amount of product (1.0 means a 100% yield; for example, 0.34 means a 34% yield). (1) The reactants are [OH-].[K+].[C:3]([C:6]1[N:11]=[C:10]([C:12]2[CH:17]=[CH:16][C:15]([C:18]3[CH:23]=[CH:22][C:21]([CH2:24][C:25]([N:27]4[CH2:32][CH2:31][CH:30]([C:33]([O:35]CC)=[O:34])[CH2:29][CH2:28]4)=[O:26])=[CH:20][C:19]=3[Cl:38])=[CH:14][CH:13]=2)[C:9]([CH3:39])=[N:8][C:7]=1[CH3:40])(=[O:5])[NH2:4]. The catalyst is CC(O)(C)C. The product is [C:3]([C:6]1[N:11]=[C:10]([C:12]2[CH:13]=[CH:14][C:15]([C:18]3[CH:23]=[CH:22][C:21]([CH2:24][C:25]([N:27]4[CH2:28][CH2:29][CH:30]([C:33]([OH:35])=[O:34])[CH2:31][CH2:32]4)=[O:26])=[CH:20][C:19]=3[Cl:38])=[CH:16][CH:17]=2)[C:9]([CH3:39])=[N:8][C:7]=1[CH3:40])(=[O:5])[NH2:4]. The yield is 0.217. (2) The product is [ClH:1].[CH3:10][C:5]1[C:6]([NH:8][CH3:9])=[N:7][C:2]([NH:11][C@@H:12]2[CH2:13][CH2:14][C@H:15]([NH:18][C:19](=[O:34])[C:20]3[CH:25]=[C:24]([C:26]([F:28])([F:29])[F:27])[CH:23]=[C:22]([C:30]([F:31])([F:32])[F:33])[CH:21]=3)[CH2:16][CH2:17]2)=[N:3][CH:4]=1. The catalyst is CC(O)C.C(Cl)Cl. The reactants are [Cl:1][C:2]1[N:7]=[C:6]([NH:8][CH3:9])[C:5]([CH3:10])=[CH:4][N:3]=1.[NH2:11][C@@H:12]1[CH2:17][CH2:16][C@H:15]([NH:18][C:19](=[O:34])[C:20]2[CH:25]=[C:24]([C:26]([F:29])([F:28])[F:27])[CH:23]=[C:22]([C:30]([F:33])([F:32])[F:31])[CH:21]=2)[CH2:14][CH2:13]1.CCN(C(C)C)C(C)C.Cl.C(OCC)C. The yield is 0.590.